From a dataset of Full USPTO retrosynthesis dataset with 1.9M reactions from patents (1976-2016). Predict the reactants needed to synthesize the given product. (1) The reactants are: [C:1]([SiH2:5][O:6][C:7]([CH3:25])([CH3:24])[CH:8]1[CH2:17][CH2:16][C:15]2[C:10](=[CH:11][C:12]([CH2:18][C:19]([CH3:22])([CH3:21])[CH3:20])=[CH:13][CH:14]=2)[C:9]1=[O:23])([CH3:4])([CH3:3])[CH3:2].B1(C)OC(C2C=CC=CC=2)(C2C=CC=CC=2)[C@H]2N1CCC2.B.CSC. Given the product [C:1]([SiH2:5][O:6][C:7]([CH3:25])([CH3:24])[CH:8]1[CH2:17][CH2:16][C:15]2[C:10](=[CH:11][C:12]([CH2:18][C:19]([CH3:22])([CH3:21])[CH3:20])=[CH:13][CH:14]=2)[CH:9]1[OH:23])([CH3:4])([CH3:3])[CH3:2], predict the reactants needed to synthesize it. (2) Given the product [CH2:50]([O:49][C@H:11]1[C@H:12]([O:41][CH2:42][C:43]2[CH:48]=[CH:47][CH:46]=[CH:45][CH:44]=2)[C@@H:13]([O:33][CH2:34][C:35]2[CH:36]=[CH:37][CH:38]=[CH:39][CH:40]=2)[C@H:14]([C:17]2[CH:22]=[CH:21][C:20]([Cl:23])=[C:19]([CH2:24][C:25]3[CH:30]=[CH:29][C:28]([CH2:31][CH3:32])=[CH:27][CH:26]=3)[CH:18]=2)[C:15]2([CH2:57][CH2:16]2)[C@@H:10]1[CH2:9][O:8][CH2:1][C:2]1[CH:7]=[CH:6][CH:5]=[CH:4][CH:3]=1)[C:51]1[CH:52]=[CH:53][CH:54]=[CH:55][CH:56]=1, predict the reactants needed to synthesize it. The reactants are: [CH2:1]([O:8][CH2:9][C@H:10]1[C:15](=[CH2:16])[C@@H:14]([C:17]2[CH:22]=[CH:21][C:20]([Cl:23])=[C:19]([CH2:24][C:25]3[CH:30]=[CH:29][C:28]([CH2:31][CH3:32])=[CH:27][CH:26]=3)[CH:18]=2)[C@H:13]([O:33][CH2:34][C:35]2[CH:40]=[CH:39][CH:38]=[CH:37][CH:36]=2)[C@@H:12]([O:41][CH2:42][C:43]2[CH:48]=[CH:47][CH:46]=[CH:45][CH:44]=2)[C@@H:11]1[O:49][CH2:50][C:51]1[CH:56]=[CH:55][CH:54]=[CH:53][CH:52]=1)[C:2]1[CH:7]=[CH:6][CH:5]=[CH:4][CH:3]=1.[CH3:57][Zn]C.ICI.[NH4+].[Cl-]. (3) Given the product [Cl:1][C:2]1[CH:7]=[CH:6][C:5]([O:8][C:27]([CH3:29])([CH3:28])[C:26]([OH:31])=[O:25])=[C:4]([S:9][C:10]2[CH:15]=[CH:14][C:13]([S:16]([CH3:19])(=[O:18])=[O:17])=[CH:12][C:11]=2[Cl:20])[CH:3]=1, predict the reactants needed to synthesize it. The reactants are: [Cl:1][C:2]1[CH:7]=[CH:6][C:5]([OH:8])=[C:4]([S:9][C:10]2[CH:15]=[CH:14][C:13]([S:16]([CH3:19])(=[O:18])=[O:17])=[CH:12][C:11]=2[Cl:20])[CH:3]=1.C([O:25][C:26](=[O:31])[C:27](Br)([CH3:29])[CH3:28])(C)(C)C. (4) Given the product [C:1]([O:4][CH2:5][C:6]1[C:7]([N:21]2[CH2:32][CH2:31][N:30]3[C:23](=[CH:24][C:25]4[CH2:26][C:27]([CH3:34])([CH3:33])[CH2:28][C:29]=43)[C:22]2=[O:35])=[N:8][CH:9]=[CH:10][C:11]=1[C:37]1[CH:38]=[C:39]([NH:45][C:46]2[CH:59]=[C:49]3[CH2:50][N:51]([CH:54]([CH3:58])[CH2:55][O:56][CH3:57])[CH2:52][CH2:53][N:48]3[N:47]=2)[C:40](=[O:44])[N:41]([CH3:43])[CH:42]=1)(=[O:3])[CH3:2], predict the reactants needed to synthesize it. The reactants are: [C:1]([O:4][CH2:5][C:6]1[C:7]([N:21]2[CH2:32][CH2:31][N:30]3[C:23](=[CH:24][C:25]4[CH2:26][C:27]([CH3:34])([CH3:33])[CH2:28][C:29]=43)[C:22]2=[O:35])=[N:8][CH:9]=[CH:10][C:11]=1B1OC(C)(C)C(C)(C)O1)(=[O:3])[CH3:2].Br[C:37]1[CH:38]=[C:39]([NH:45][C:46]2[CH:59]=[C:49]3[CH2:50][N:51]([CH:54]([CH3:58])[CH2:55][O:56][CH3:57])[CH2:52][CH2:53][N:48]3[N:47]=2)[C:40](=[O:44])[N:41]([CH3:43])[CH:42]=1.[O-]P([O-])([O-])=O.[K+].[K+].[K+].C([O-])(=O)C.[Na+]. (5) Given the product [C:7]([NH:1][C@H:2]([CH2:5][CH3:6])[CH2:3][OH:4])([C:8]1[CH:13]=[CH:12][CH:11]=[CH:10][CH:9]=1)([C:20]1[CH:21]=[CH:22][CH:23]=[CH:24][CH:25]=1)[C:14]1[CH:15]=[CH:16][CH:17]=[CH:18][CH:19]=1, predict the reactants needed to synthesize it. The reactants are: [NH2:1][C@H:2]([CH2:5][CH3:6])[CH2:3][OH:4].[C:7](Cl)([C:20]1[CH:25]=[CH:24][CH:23]=[CH:22][CH:21]=1)([C:14]1[CH:19]=[CH:18][CH:17]=[CH:16][CH:15]=1)[C:8]1[CH:13]=[CH:12][CH:11]=[CH:10][CH:9]=1.CCCCCC.CO. (6) Given the product [CH3:13][O:14][CH2:15][C:16]1[S:49][C:19]2[N:20]([CH2:34][C:35]3[CH:36]=[CH:37][C:38]([C:41]4[CH:46]=[CH:45][CH:44]=[CH:43][C:42]=4[C:47]4[NH:3][C:4](=[O:7])[O:5][N:48]=4)=[CH:39][CH:40]=3)[C:21](=[O:33])[N:22]([CH2:25][CH2:26][C:27]3[CH:28]=[CH:29][CH:30]=[CH:31][CH:32]=3)[C:23](=[O:24])[C:18]=2[CH:17]=1, predict the reactants needed to synthesize it. The reactants are: [Cl-].O[NH3+:3].[C:4](=[O:7])([O-])[OH:5].[Na+].CS(C)=O.[CH3:13][O:14][CH2:15][C:16]1[S:49][C:19]2[N:20]([CH2:34][C:35]3[CH:40]=[CH:39][C:38]([C:41]4[C:42]([C:47]#[N:48])=[CH:43][CH:44]=[CH:45][CH:46]=4)=[CH:37][CH:36]=3)[C:21](=[O:33])[N:22]([CH2:25][CH2:26][C:27]3[CH:32]=[CH:31][CH:30]=[CH:29][CH:28]=3)[C:23](=[O:24])[C:18]=2[CH:17]=1. (7) Given the product [CH3:5][O:4][N:3]([CH3:2])[C:12]([C:14]1[S:18][C:17]([C:19]2[CH:20]=[CH:21][CH:22]=[CH:23][CH:24]=2)=[N:16][C:15]=1[CH2:25][O:26][CH3:27])=[O:13], predict the reactants needed to synthesize it. The reactants are: Cl.[CH3:2][NH:3][O:4][CH3:5].[Cl-].C[Al+]C.CO[C:12]([C:14]1[S:18][C:17]([C:19]2[CH:24]=[CH:23][CH:22]=[CH:21][CH:20]=2)=[N:16][C:15]=1[CH2:25][O:26][CH3:27])=[O:13]. (8) Given the product [CH:11]([C:9]1[N:10]=[C:6]2[C:5]([N:13]3[CH2:18][CH2:17][O:16][CH2:15][CH2:14]3)=[N:4][CH:3]=[C:2]([C:29]3[CH:30]=[CH:31][C:26]([C:24]([O:23][C:19]([CH3:20])([CH3:21])[CH3:22])=[O:25])=[CH:27][CH:28]=3)[N:7]2[CH:8]=1)=[O:12], predict the reactants needed to synthesize it. The reactants are: Br[C:2]1[N:7]2[CH:8]=[C:9]([CH:11]=[O:12])[N:10]=[C:6]2[C:5]([N:13]2[CH2:18][CH2:17][O:16][CH2:15][CH2:14]2)=[N:4][CH:3]=1.[C:19]([O:23][C:24]([C:26]1[CH:31]=[CH:30][C:29](B2OC(C)(C)C(C)(C)O2)=[CH:28][CH:27]=1)=[O:25])([CH3:22])([CH3:21])[CH3:20].C(=O)([O-])[O-].[Na+].[Na+]. (9) Given the product [I:1][C:2]1[C:3]2[CH2:9][CH2:8][CH2:7][C:4]=2[N:5]([CH3:10])[N:6]=1, predict the reactants needed to synthesize it. The reactants are: [I:1][C:2]1[C:3]2[CH2:9][CH2:8][CH2:7][C:4]=2[NH:5][N:6]=1.[CH3:10]C([O-])(C)C.[K+].CI. (10) Given the product [CH2:1]([O:3][C:4]([C:6]1[C:14]2[C:9](=[CH:10][CH:11]=[C:12]([O:15][C:38]3[CH:37]=[CH:36][C:35]([O:34][C:33]([F:32])([F:44])[F:45])=[CH:40][CH:39]=3)[CH:13]=2)[N:8]([C:16]2[CH:21]=[CH:20][C:19]([O:22][CH:23]([CH3:24])[CH3:25])=[CH:18][CH:17]=2)[C:7]=1[CH2:26][C:27]([O:29][CH2:30][CH3:31])=[O:28])=[O:5])[CH3:2], predict the reactants needed to synthesize it. The reactants are: [CH2:1]([O:3][C:4]([C:6]1[C:14]2[C:9](=[CH:10][CH:11]=[C:12]([OH:15])[CH:13]=2)[N:8]([C:16]2[CH:21]=[CH:20][C:19]([O:22][CH:23]([CH3:25])[CH3:24])=[CH:18][CH:17]=2)[C:7]=1[CH2:26][C:27]([O:29][CH2:30][CH3:31])=[O:28])=[O:5])[CH3:2].[F:32][C:33]([F:45])([F:44])[O:34][C:35]1[CH:40]=[CH:39][C:38](B(O)O)=[CH:37][CH:36]=1.